Task: Predict the reaction yield, written as a fraction of the theoretical maximum amount of product (1.0 means a 100% yield; for example, 0.34 means a 34% yield).. Dataset: Reaction yield outcomes from USPTO patents with 853,638 reactions (1) The reactants are [Br:1][C:2]1[CH:3]=[CH:4][C:5](=[O:8])[NH:6][CH:7]=1.[F:9][C:10]1[CH:11]=[C:12]([CH:15]=[CH:16][CH:17]=1)[CH2:13]Br. No catalyst specified. The product is [F:9][C:10]1[CH:11]=[C:12]([CH:15]=[CH:16][CH:17]=1)[CH2:13][N:6]1[CH:7]=[C:2]([Br:1])[CH:3]=[CH:4][C:5]1=[O:8]. The yield is 0.620. (2) The reactants are Br[C:2]1[N:7]=[C:6]([C:8]([O:10][CH3:11])=[O:9])[C:5]([O:12][CH3:13])=[N:4][CH:3]=1.[CH3:14][Zn]C.[Cl-].[NH4+].C(=O)([O-])[O-].[Na+].[Na+]. The catalyst is O1CCCC1.C1(C)C=CC=CC=1.Cl[Ni]1(Cl)[P](C2C=CC=CC=2)(C2C=CC=CC=2)CCC[P]1(C1C=CC=CC=1)C1C=CC=CC=1.C(OCC)(=O)C. The product is [CH3:13][O:12][C:5]1[C:6]([C:8]([O:10][CH3:11])=[O:9])=[N:7][C:2]([CH3:14])=[CH:3][N:4]=1. The yield is 0.730. (3) The reactants are [NH2:1][C:2]1[CH:7]=[CH:6][CH:5]=[CH:4][N:3]=1.[F:8][C:9](I)([F:14])[C:10]([F:13])([F:12])[F:11].S(S([O-])=O)([O-])=O.[Na+].[Na+].C(=O)([O-])O.[Na+]. The catalyst is O.COC(C)(C)C.S([O-])(O)(=O)=O.C([N+](CCCC)(CCCC)CCCC)CCC. The product is [F:8][C:9]([C:5]1[CH:6]=[CH:7][C:2]([NH2:1])=[N:3][CH:4]=1)([F:14])[C:10]([F:13])([F:12])[F:11]. The yield is 0.0700. (4) The reactants are [CH2:1]([NH:8][C:9]([C:11]1[CH:16]=[CH:15][C:14]([N:17]2[C:21]([CH2:22][CH2:23][CH3:24])=[C:20]([C:25]([OH:27])=O)[N:19]=[N:18]2)=[CH:13][CH:12]=1)=[O:10])[C:2]1[CH:7]=[CH:6][CH:5]=[CH:4][CH:3]=1.C1C=C[C:31]2N(O)N=[N:34][C:32]=2[CH:33]=1.C1(N)CC1.CCN=C=NCCCN(C)C. The catalyst is C(#N)C.CN(C=O)C. The product is [CH2:1]([NH:8][C:9]([C:11]1[CH:16]=[CH:15][C:14]([N:17]2[C:21]([CH2:22][CH2:23][CH3:24])=[C:20]([C:25]([NH:34][CH:32]3[CH2:33][CH2:31]3)=[O:27])[N:19]=[N:18]2)=[CH:13][CH:12]=1)=[O:10])[C:2]1[CH:7]=[CH:6][CH:5]=[CH:4][CH:3]=1. The yield is 0.927. (5) The reactants are [F:1][C:2]1[CH:10]=[C:9]2[C:5]([C:6]([C:20]3[CH:21]=[N:22][NH:23][CH:24]=3)=[CH:7][N:8]2[S:11]([C:14]2[CH:19]=[CH:18][CH:17]=[CH:16][CH:15]=2)(=[O:13])=[O:12])=[CH:4][CH:3]=1.C([O-])([O-])=O.[Cs+].[Cs+].Cl[CH2:32][CH2:33][N:34]1[CH2:38][CH2:37][CH2:36][CH2:35]1. The catalyst is CN(C=O)C.[NH4+].[Cl-]. The product is [F:1][C:2]1[CH:10]=[C:9]2[C:5]([C:6]([C:20]3[CH:24]=[N:23][N:22]([CH2:32][CH2:33][N:34]4[CH2:38][CH2:37][CH2:36][CH2:35]4)[CH:21]=3)=[CH:7][N:8]2[S:11]([C:14]2[CH:15]=[CH:16][CH:17]=[CH:18][CH:19]=2)(=[O:12])=[O:13])=[CH:4][CH:3]=1. The yield is 0.980. (6) The yield is 0.490. The reactants are [F:1][C:2]1[C:7]([C:8]2[N:9]=[C:10]([CH2:24][N:25](C)[C:26](=O)OC(C)(C)C)[S:11][C:12]=2[S:13]([C:16]2[CH:21]=[CH:20][CH:19]=[C:18]([O:22][CH3:23])[CH:17]=2)(=[O:15])=[O:14])=[CH:6][CH:5]=[CH:4][N:3]=1.C(OCC)(=O)C.[ClH:40]. The product is [ClH:40].[F:1][C:2]1[C:7]([C:8]2[N:9]=[C:10]([CH2:24][NH:25][CH3:26])[S:11][C:12]=2[S:13]([C:16]2[CH:21]=[CH:20][CH:19]=[C:18]([O:22][CH3:23])[CH:17]=2)(=[O:14])=[O:15])=[CH:6][CH:5]=[CH:4][N:3]=1. The catalyst is C(O)C.